Dataset: Full USPTO retrosynthesis dataset with 1.9M reactions from patents (1976-2016). Task: Predict the reactants needed to synthesize the given product. (1) Given the product [O:39]=[S:30]1(=[O:38])[C:31]2[CH:37]=[CH:36][CH:35]=[CH:34][C:32]=2[CH2:33][N:27]([C:18]2[CH:17]=[C:16]([NH:15][CH2:14][CH2:9][NH2:8])[C:25]3[C:20](=[CH:21][CH:22]=[CH:23][CH:24]=3)[N:19]=2)[CH2:28][CH2:29]1, predict the reactants needed to synthesize it. The reactants are: C([N:8](CC1C=CC=CC=1)[C:9]1([CH2:14][NH:15][C:16]2[C:25]3[C:20](=[CH:21][CH:22]=[C:23](C)[CH:24]=3)[N:19]=[C:18]([N:27]3[CH2:33][C:32]4[CH:34]=[CH:35][CH:36]=[CH:37][C:31]=4[S:30](=[O:39])(=[O:38])[CH2:29][CH2:28]3)[CH:17]=2)CCOC1)C1C=CC=CC=1.C(N)CN. (2) Given the product [C:10]([CH:12]([C:2]1[CH:7]=[CH:6][CH:5]=[C:4]([O:8][CH3:9])[CH:3]=1)[C:13]([O:15][CH2:16][CH3:17])=[O:14])#[N:11], predict the reactants needed to synthesize it. The reactants are: I[C:2]1[CH:3]=[C:4]([O:8][CH3:9])[CH:5]=[CH:6][CH:7]=1.[C:10]([CH2:12][C:13]([O:15][CH2:16][CH3:17])=[O:14])#[N:11].C(=O)([O-])[O-].[K+].[K+].N1CCC[C@H]1C(O)=O.Cl. (3) Given the product [Cl:1][C:2]1[CH:3]=[C:4]([C@H:8]([C@@:13]([C:19]2[CH:24]=[CH:23][C:22]([Cl:25])=[CH:21][CH:20]=2)([NH:15][CH:16]([CH3:18])[CH3:17])[CH3:14])[CH2:9][CH2:10][C:11]([OH:27])=[O:12])[CH:5]=[CH:6][CH:7]=1, predict the reactants needed to synthesize it. The reactants are: [Cl:1][C:2]1[CH:3]=[C:4]([C@H:8]([C@@:13]([C:19]2[CH:24]=[CH:23][C:22]([Cl:25])=[CH:21][CH:20]=2)([NH:15][CH:16]([CH3:18])[CH3:17])[CH3:14])[CH2:9][CH2:10][CH2:11][OH:12])[CH:5]=[CH:6][CH:7]=1.I(O)(=O)(=O)=[O:27].P([O-])([O-])(O)=O.[Na+].[Na+]. (4) The reactants are: [Cl:1][C:2]1[C:3]([N:8]2[C:12]([C:13]3[O:18][C:17](=[O:19])[C:16]4[CH:20]=[C:21]([I:25])[CH:22]=[C:23]([CH3:24])[C:15]=4[N:14]=3)=[CH:11][C:10]([CH2:26][N:27]3[CH:31]=[C:30]([C:32]([F:35])([F:34])[F:33])[N:29]=[N:28]3)=[N:9]2)=[N:4][CH:5]=[CH:6][CH:7]=1.[CH2:36]([NH2:38])[CH3:37]. Given the product [Cl:1][C:2]1[C:3]([N:8]2[C:12]([C:13]([NH:14][C:15]3[C:23]([CH3:24])=[CH:22][C:21]([I:25])=[CH:20][C:16]=3[C:17](=[O:19])[NH:38][CH2:36][CH3:37])=[O:18])=[CH:11][C:10]([CH2:26][N:27]3[CH:31]=[C:30]([C:32]([F:34])([F:33])[F:35])[N:29]=[N:28]3)=[N:9]2)=[N:4][CH:5]=[CH:6][CH:7]=1, predict the reactants needed to synthesize it. (5) The reactants are: [Na].[F:2][C:3]([F:14])([F:13])[C:4]1[N:9]=[C:8]([C:10](=[NH:12])[NH2:11])[CH:7]=[CH:6][CH:5]=1.[C:15](OCC)(=[O:22])[CH2:16][C:17](OCC)=[O:18].Cl. Given the product [F:14][C:3]([F:13])([F:2])[C:4]1[N:9]=[C:8]([C:10]2[N:11]=[C:17]([OH:18])[CH:16]=[C:15]([OH:22])[N:12]=2)[CH:7]=[CH:6][CH:5]=1, predict the reactants needed to synthesize it. (6) Given the product [Br:1][C:2]1[CH:3]=[C:4]([C:11]([O:13][CH3:14])=[O:12])[C:5]2[CH:6]=[CH:7][N:8]([CH:16]([CH3:18])[CH3:17])[C:9]=2[CH:10]=1, predict the reactants needed to synthesize it. The reactants are: [Br:1][C:2]1[CH:3]=[C:4]([C:11]([O:13][CH3:14])=[O:12])[C:5]2[CH:6]=[CH:7][NH:8][C:9]=2[CH:10]=1.I[CH:16]([CH3:18])[CH3:17].[H-].[Na+]. (7) Given the product [Br:17][C:18]1[CH:24]=[CH:23][CH:22]=[CH:21][C:19]=1[NH:20][CH2:2][CH2:3][NH:4][S:5]([C:8]1[CH:13]=[CH:12][CH:11]=[CH:10][C:9]=1[N+:14]([O-:16])=[O:15])(=[O:7])=[O:6], predict the reactants needed to synthesize it. The reactants are: Br[CH2:2][CH2:3][NH:4][S:5]([C:8]1[CH:13]=[CH:12][CH:11]=[CH:10][C:9]=1[N+:14]([O-:16])=[O:15])(=[O:7])=[O:6].[Br:17][C:18]1[CH:24]=[CH:23][CH:22]=[CH:21][C:19]=1[NH2:20]. (8) The reactants are: C(=[N:8][CH2:9][CH:10]1[CH2:15][CH2:14][N:13]([C:16]2[CH:21]=[CH:20][C:19]([N+:22]([O-:24])=[O:23])=[CH:18][C:17]=2[F:25])[CH2:12][CH2:11]1)C1C=CC=CC=1. Given the product [F:25][C:17]1[CH:18]=[C:19]([N+:22]([O-:24])=[O:23])[CH:20]=[CH:21][C:16]=1[N:13]1[CH2:12][CH2:11][CH:10]([CH2:9][NH2:8])[CH2:15][CH2:14]1, predict the reactants needed to synthesize it.